This data is from hERG potassium channel inhibition data for cardiac toxicity prediction from Karim et al.. The task is: Regression/Classification. Given a drug SMILES string, predict its toxicity properties. Task type varies by dataset: regression for continuous values (e.g., LD50, hERG inhibition percentage) or binary classification for toxic/non-toxic outcomes (e.g., AMES mutagenicity, cardiotoxicity, hepatotoxicity). Dataset: herg_karim. The molecule is COc1cc(N)c(Cl)cc1C(=O)N[C@H]1CCN(CCCn2cccc2)C[C@H]1OC. The result is 1 (blocker).